Task: Predict the reactants needed to synthesize the given product.. Dataset: Full USPTO retrosynthesis dataset with 1.9M reactions from patents (1976-2016) (1) Given the product [Br:20][C:5]1[CH:6]=[C:7]([N+:9]([O-:11])=[O:10])[CH:8]=[C:3]([O:2][CH3:1])[C:4]=1[NH2:12], predict the reactants needed to synthesize it. The reactants are: [CH3:1][O:2][C:3]1[CH:8]=[C:7]([N+:9]([O-:11])=[O:10])[CH:6]=[CH:5][C:4]=1[NH2:12].C1C(=O)N([Br:20])C(=O)C1. (2) Given the product [Cl:32][C:23]1[CH:24]=[C:25]([C:26]2[CH:27]=[N:28][CH:29]=[CH:30][CH:31]=2)[C:20]([O:19][C@@H:17]([CH3:18])[CH2:16][CH2:15][O:14][C:11]2[CH:12]=[CH:13][C:8]([CH2:7][CH2:6][C:5]([OH:34])=[O:4])=[C:9]([CH3:33])[CH:10]=2)=[N:21][CH:22]=1, predict the reactants needed to synthesize it. The reactants are: [OH-].[Na+].C[O:4][C:5](=[O:34])[CH2:6][CH2:7][C:8]1[CH:13]=[CH:12][C:11]([O:14][CH2:15][CH2:16][C@@H:17]([O:19][C:20]2[C:25]([C:26]3[CH:27]=[N:28][CH:29]=[CH:30][CH:31]=3)=[CH:24][C:23]([Cl:32])=[CH:22][N:21]=2)[CH3:18])=[CH:10][C:9]=1[CH3:33].Cl.